Dataset: Catalyst prediction with 721,799 reactions and 888 catalyst types from USPTO. Task: Predict which catalyst facilitates the given reaction. (1) Reactant: [Cl:1][C:2]1[C:7]([N:8]2[CH2:13][CH2:12][CH:11]([C:14]3[N:19]=[C:18]([O:20][CH3:21])[CH:17]=[C:16]([O:22][CH3:23])[N:15]=3)[CH2:10][CH2:9]2)=[CH:6][N:5]=[N:4][C:3]=1[NH:24][NH:25][C:26](=O)[CH2:27][CH:28]1[CH2:30][CH2:29]1.P(Cl)(Cl)(Cl)=O. Product: [Cl:1][C:2]1[C:3]2[N:4]([C:26]([CH2:27][CH:28]3[CH2:29][CH2:30]3)=[N:25][N:24]=2)[N:5]=[CH:6][C:7]=1[N:8]1[CH2:9][CH2:10][CH:11]([C:14]2[N:15]=[C:16]([O:22][CH3:23])[CH:17]=[C:18]([O:20][CH3:21])[N:19]=2)[CH2:12][CH2:13]1. The catalyst class is: 10. (2) Reactant: Br[C:2]1[CH:7]=[CH:6][C:5]([CH:8]([F:10])[F:9])=[CH:4][CH:3]=1.[CH3:11][C:12]1([CH3:28])[C:16]([CH3:18])([CH3:17])[O:15][B:14]([B:14]2[O:15][C:16]([CH3:18])([CH3:17])[C:12]([CH3:28])([CH3:11])[O:13]2)[O:13]1.C([O-])(=O)C.[K+]. Product: [F:9][CH:8]([F:10])[C:5]1[CH:6]=[CH:7][C:2]([B:14]2[O:15][C:16]([CH3:18])([CH3:17])[C:12]([CH3:28])([CH3:11])[O:13]2)=[CH:3][CH:4]=1. The catalyst class is: 12. (3) Reactant: [CH3:1][C:2]1[C:6]([B:7]2[O:11][C:10]([CH3:13])([CH3:12])[C:9]([CH3:15])([CH3:14])[O:8]2)=[C:5]([CH3:16])[NH:4][N:3]=1.C(=O)([O-])[O-].[Cs+].[Cs+].Cl.Cl[CH2:25][CH2:26][N:27]1[CH2:32][CH2:31][O:30][CH2:29][CH2:28]1. Product: [CH3:1][C:2]1[C:6]([B:7]2[O:11][C:10]([CH3:12])([CH3:13])[C:9]([CH3:15])([CH3:14])[O:8]2)=[C:5]([CH3:16])[N:4]([CH2:25][CH2:26][N:27]2[CH2:32][CH2:31][O:30][CH2:29][CH2:28]2)[N:3]=1. The catalyst class is: 3. (4) Reactant: [C:1]([O:4][CH:5]1[CH2:8][C:7](=O)[CH2:6]1)(=[O:3])[CH3:2]. Product: [C:1]([O:4][CH:5]1[CH2:8][C:7](=[CH:2][C:1]([O:4][CH2:5][CH3:6])=[O:3])[CH2:6]1)(=[O:3])[CH3:2]. The catalyst class is: 2.